This data is from Full USPTO retrosynthesis dataset with 1.9M reactions from patents (1976-2016). The task is: Predict the reactants needed to synthesize the given product. Given the product [Br:1][C:2]1[CH:3]=[C:4]([CH2:9][OH:10])[CH:5]=[CH:6][C:7]=1/[CH:13]=[CH:12]/[C:11]([O:15][CH3:16])=[O:14], predict the reactants needed to synthesize it. The reactants are: [Br:1][C:2]1[CH:3]=[C:4]([CH2:9][OH:10])[CH:5]=[CH:6][C:7]=1I.[C:11]([O:15][CH3:16])(=[O:14])[CH:12]=[CH2:13].C(=O)([O-])[O-].[K+].[K+].C(OCC)(=O)C.